From a dataset of Forward reaction prediction with 1.9M reactions from USPTO patents (1976-2016). Predict the product of the given reaction. (1) Given the reactants [BH4-].[Na+].[C:3]([CH:7]1[CH2:12][CH:11]([C:13]2[CH:14]=[C:15]3[C:19](=[CH:20][CH:21]=2)[N:18]([C:22]2[CH:27]=[CH:26][C:25]([O:28][CH:29]([CH3:31])[CH3:30])=[CH:24][CH:23]=2)[C:17]([C:32]([OH:34])=[O:33])=[C:16]3[Cl:35])[C:10](=[O:36])[CH2:9][CH2:8]1)([CH3:6])([CH3:5])[CH3:4].O.Cl, predict the reaction product. The product is: [C:3]([CH:7]1[CH2:12][CH:11]([C:13]2[CH:14]=[C:15]3[C:19](=[CH:20][CH:21]=2)[N:18]([C:22]2[CH:23]=[CH:24][C:25]([O:28][CH:29]([CH3:31])[CH3:30])=[CH:26][CH:27]=2)[C:17]([C:32]([OH:34])=[O:33])=[C:16]3[Cl:35])[CH:10]([OH:36])[CH2:9][CH2:8]1)([CH3:5])([CH3:6])[CH3:4]. (2) Given the reactants [Cl-].[Al+3].[Cl-].[Cl-].[Br:5][CH2:6][C:7](Br)=[O:8].[NH:10]1[C:18]2[C:13](=[CH:14][CH:15]=[CH:16][CH:17]=2)[CH2:12][C:11]1=[O:19], predict the reaction product. The product is: [Br:5][CH2:6][C:7]([C:15]1[CH:14]=[C:13]2[C:18](=[CH:17][CH:16]=1)[NH:10][C:11](=[O:19])[CH2:12]2)=[O:8]. (3) Given the reactants [NH2:1][C:2]1[C:13]([Cl:14])=[CH:12][C:5]([O:6][CH2:7][C:8]([O:10][CH3:11])=[O:9])=[C:4]([O:15][CH2:16][C:17]2[C:22]([O:23][CH3:24])=[CH:21][CH:20]=[C:19]([F:25])[C:18]=2[F:26])[CH:3]=1.C(N(CC)C(C)C)(C)C.[Cl:36][C:37]1[C:42]([N+:43]([O-:45])=[O:44])=[C:41](Cl)[N:40]=[C:39]([CH3:47])[N:38]=1.C(OCC)(=O)C, predict the reaction product. The product is: [Cl:14][C:13]1[C:2]([NH:1][C:41]2[C:42]([N+:43]([O-:45])=[O:44])=[C:37]([Cl:36])[N:38]=[C:39]([CH3:47])[N:40]=2)=[CH:3][C:4]([O:15][CH2:16][C:17]2[C:22]([O:23][CH3:24])=[CH:21][CH:20]=[C:19]([F:25])[C:18]=2[F:26])=[C:5]([CH:12]=1)[O:6][CH2:7][C:8]([O:10][CH3:11])=[O:9]. (4) Given the reactants Cl[C:2]1[CH:7]=[CH:6][C:5]([S:8]([NH:11][CH:12]2[CH2:16][CH2:15][CH2:14][CH2:13]2)(=[O:10])=[O:9])=[CH:4][C:3]=1[N+:17]([O-:19])=[O:18].[CH3:20][NH2:21], predict the reaction product. The product is: [CH:12]1([NH:11][S:8]([C:5]2[CH:6]=[CH:7][C:2]([NH:21][CH3:20])=[C:3]([N+:17]([O-:19])=[O:18])[CH:4]=2)(=[O:10])=[O:9])[CH2:16][CH2:15][CH2:14][CH2:13]1.